This data is from Full USPTO retrosynthesis dataset with 1.9M reactions from patents (1976-2016). The task is: Predict the reactants needed to synthesize the given product. (1) The reactants are: [CH2:1](Br)[C:2]1[CH:7]=[CH:6][CH:5]=[CH:4][CH:3]=1.[OH:9][C:10]1[CH:11]=[C:12]([CH:15]=[CH:16][CH:17]=1)[CH:13]=[O:14].C(=O)([O-])[O-].[K+].[K+].C(Cl)Cl. Given the product [CH2:1]([O:9][C:10]1[CH:11]=[C:12]([CH:15]=[CH:16][CH:17]=1)[CH:13]=[O:14])[C:2]1[CH:7]=[CH:6][CH:5]=[CH:4][CH:3]=1, predict the reactants needed to synthesize it. (2) Given the product [CH2:1]1[C:8]2[CH:9]=[CH:3][C:4]3=[C:5]4[C:13]=2[C:4]2[C:5]5[C:16]6[C:17]4=[C:18]([CH:19]=[CH:20][C:15]=6[CH2:21][C:7]=5[CH:8]=[CH:9][C:3]1=2)[CH2:13]3, predict the reactants needed to synthesize it. The reactants are: [C:1]([C:3]1[C:9](=O)[C:8](Cl)=[C:7](Cl)[C:5](=O)[C:4]=1[C:13]#N)#N.[C:15]1([CH3:21])[CH:20]=[CH:19][CH:18]=[CH:17][CH:16]=1. (3) Given the product [OH:38][CH2:37][C:35]([N:1]1[CH2:6][CH2:5][O:4][CH:3]([CH2:7][NH:8][C:9]([C:11]2[C:15]3[N:16]=[CH:17][N:18]=[C:19]([C:20]4[C:28]5[O:27][CH2:26][O:25][C:24]=5[CH:23]=[CH:22][C:21]=4[O:29][CH2:30][CH:31]4[CH2:32][CH2:33]4)[C:14]=3[NH:13][CH:12]=2)=[O:10])[CH2:2]1)=[O:36], predict the reactants needed to synthesize it. The reactants are: [NH:1]1[CH2:6][CH2:5][O:4][CH:3]([CH2:7][NH:8][C:9]([C:11]2[C:15]3[N:16]=[CH:17][N:18]=[C:19]([C:20]4[C:28]5[O:27][CH2:26][O:25][C:24]=5[CH:23]=[CH:22][C:21]=4[O:29][CH2:30][CH:31]4[CH2:33][CH2:32]4)[C:14]=3[NH:13][CH:12]=2)=[O:10])[CH2:2]1.Cl[C:35]([CH2:37][O:38]C(=O)C)=[O:36]. (4) Given the product [OH:1][C@@H:2]1[CH2:11][C:6]2([CH2:7][CH2:8][CH2:9][CH2:10]2)[C@@H:5]([C:12]([O:14][CH3:16])=[O:13])[C:4]([CH3:15])=[CH:3]1, predict the reactants needed to synthesize it. The reactants are: [OH:1][C@@H:2]1[CH2:11][C:6]2([CH2:10][CH2:9][CH2:8][CH2:7]2)[C@@H:5]([C:12]([OH:14])=[O:13])[C:4]([CH3:15])=[CH:3]1.[C:16](=O)([O-])[O-].[K+].[K+].CI.Cl.